Task: Predict the reaction yield, written as a fraction of the theoretical maximum amount of product (1.0 means a 100% yield; for example, 0.34 means a 34% yield).. Dataset: Reaction yield outcomes from USPTO patents with 853,638 reactions (1) The reactants are [CH2:1]([Li])CCC.[F:6][C:7]([F:21])([C:13]1[CH:18]=[CH:17][CH:16]=[C:15]([CH:19]=O)[CH:14]=1)[C:8]([O:10][CH2:11][CH3:12])=[O:9]. The catalyst is [Br-].C[P+](C1C=CC=CC=1)(C1C=CC=CC=1)C1C=CC=CC=1.O1CCCC1.C(OCC)C. The product is [F:6][C:7]([F:21])([C:13]1[CH:18]=[CH:17][CH:16]=[C:15]([CH:19]=[CH2:1])[CH:14]=1)[C:8]([O:10][CH2:11][CH3:12])=[O:9]. The yield is 0.640. (2) The catalyst is ClCCl.C(OCC)(=O)C. The yield is 0.880. The product is [CH3:14][O:15][C:16](=[O:20])[C@H:17]([CH3:19])[NH:18][C:10](=[O:12])[CH2:9][C:4]1[CH:5]=[C:6]([F:8])[CH:7]=[C:2]([F:1])[CH:3]=1. The reactants are [F:1][C:2]1[CH:3]=[C:4]([CH2:9][C:10]([OH:12])=O)[CH:5]=[C:6]([F:8])[CH:7]=1.Cl.[CH3:14][O:15][C:16](=[O:20])[C@H:17]([CH3:19])[NH2:18].C1C=CC2N(O)N=NC=2C=1.CN1CCOCC1.CCN=C=NCCCN(C)C.Cl. (3) The reactants are Br[C:2]1[CH:3]=[CH:4][C:5]2[N:6]([C:15]3[CH:20]=[CH:19][C:18]([C:21]4[C:30]5[C:25](=[CH:26][CH:27]=[CH:28][CH:29]=5)[CH:24]=[CH:23][CH:22]=4)=[CH:17][CH:16]=3)[C:7]3[C:12]([C:13]=2[CH:14]=1)=[CH:11][CH:10]=[CH:9][CH:8]=3.CCCCCC.C([Li])CCC.[B:42]([O:47]C)(OC)[O:43]C.Cl. The catalyst is O1CCCC1. The product is [C:21]1([C:18]2[CH:17]=[CH:16][C:15]([N:6]3[C:5]4[CH:4]=[CH:3][C:2]([B:42]([OH:47])[OH:43])=[CH:14][C:13]=4[C:12]4[C:7]3=[CH:8][CH:9]=[CH:10][CH:11]=4)=[CH:20][CH:19]=2)[C:30]2[C:25](=[CH:26][CH:27]=[CH:28][CH:29]=2)[CH:24]=[CH:23][CH:22]=1. The yield is 0.630. (4) The reactants are [CH3:1][C:2]([NH:10][C:11]([C:13]1[CH:18]=[N:17][C:16](Br)=[C:15]([C:20]2[CH:25]=[CH:24][CH:23]=[C:22]([Cl:26])[CH:21]=2)[N:14]=1)=[O:12])([C:4]1[N:8]=[C:7]([CH3:9])[O:6][N:5]=1)[CH3:3].[Br-].[CH:28]1([Zn+])[CH2:30][CH2:29]1. The catalyst is C1COCC1. The product is [CH3:1][C:2]([NH:10][C:11]([C:13]1[CH:18]=[N:17][C:16]([CH:28]2[CH2:30][CH2:29]2)=[C:15]([C:20]2[CH:25]=[CH:24][CH:23]=[C:22]([Cl:26])[CH:21]=2)[N:14]=1)=[O:12])([C:4]1[N:8]=[C:7]([CH3:9])[O:6][N:5]=1)[CH3:3]. The yield is 0.260. (5) The reactants are [C:1]([N:4]1[CH2:9][CH2:8][C:7]2[N:10]([C:18]3[CH:23]=[CH:22][CH:21]=[C:20]([C:24]#[C:25][C@:26]4([OH:33])[CH2:30][CH2:29][N:28]([CH3:31])[C:27]4=[O:32])[CH:19]=3)[N:11]=[C:12]([C:13]([O:15]CC)=O)[C:6]=2[CH2:5]1)(=[O:3])[CH3:2].[NH3:34]. The catalyst is CO. The product is [C:1]([N:4]1[CH2:9][CH2:8][C:7]2[N:10]([C:18]3[CH:23]=[CH:22][CH:21]=[C:20]([C:24]#[C:25][C@:26]4([OH:33])[CH2:30][CH2:29][N:28]([CH3:31])[C:27]4=[O:32])[CH:19]=3)[N:11]=[C:12]([C:13]([NH2:34])=[O:15])[C:6]=2[CH2:5]1)(=[O:3])[CH3:2]. The yield is 0.320.